This data is from Reaction yield outcomes from USPTO patents with 853,638 reactions. The task is: Predict the reaction yield, written as a fraction of the theoretical maximum amount of product (1.0 means a 100% yield; for example, 0.34 means a 34% yield). (1) The reactants are Br[C:2]1[CH:3]=[CH:4][C:5]([F:30])=[C:6]2[C:11]=1[NH:10][C:9](=[O:12])[CH:8]=[C:7]2[CH2:13][N:14]([C:23]1[CH:28]=[CH:27][CH:26]=[C:25]([Cl:29])[CH:24]=1)[C:15]([C:17]1[S:21][CH:20]=[N:19][C:18]=1[CH3:22])=[O:16].[H][H]. The catalyst is CO.[Pd]. The product is [Cl:29][C:25]1[CH:24]=[C:23]([N:14]([CH2:13][C:7]2[C:6]3[C:11](=[CH:2][CH:3]=[CH:4][C:5]=3[F:30])[NH:10][C:9](=[O:12])[CH:8]=2)[C:15]([C:17]2[S:21][CH:20]=[N:19][C:18]=2[CH3:22])=[O:16])[CH:28]=[CH:27][CH:26]=1. The yield is 0.0300. (2) The reactants are [Br:1]Br.[NH:3]1[C:7]2=[N:8][CH:9]=[CH:10][CH:11]=[C:6]2[CH:5]=[N:4]1. The catalyst is C(Cl)(Cl)Cl. The product is [Br:1][C:5]1[C:6]2[C:7](=[N:8][CH:9]=[CH:10][CH:11]=2)[NH:3][N:4]=1. The yield is 0.860.